From a dataset of Full USPTO retrosynthesis dataset with 1.9M reactions from patents (1976-2016). Predict the reactants needed to synthesize the given product. (1) Given the product [CH:1]([C:3]1[C:12]([CH3:13])=[CH:11][C:10]2[C:9]([CH3:15])([CH3:14])[CH2:8][CH2:7][C:6]([CH3:17])([CH3:16])[C:5]=2[CH:4]=1)=[O:30], predict the reactants needed to synthesize it. The reactants are: [C:1]([C:3]1[C:12]([CH3:13])=[CH:11][C:10]2[C:9]([CH3:15])([CH3:14])[CH2:8][CH2:7][C:6]([CH3:17])([CH3:16])[C:5]=2[CH:4]=1)#N.[H-].C([Al+]CC(C)C)C(C)C.C(O)(=[O:30])C.O. (2) Given the product [C:21]([O:25][C:26]([N:28]1[C:36]2[C:31](=[CH:32][C:33]([O:37][CH3:38])=[CH:34][CH:35]=2)[CH:30]=[C:29]1[C:2]1[C:11]([N:12]([CH:14]([CH3:16])[CH3:15])[CH3:13])=[N:10][C:9]2[C:4](=[CH:5][CH:6]=[C:7]([C:17]([O:19][CH3:20])=[O:18])[CH:8]=2)[N:3]=1)=[O:27])([CH3:24])([CH3:23])[CH3:22], predict the reactants needed to synthesize it. The reactants are: Cl[C:2]1[C:11]([N:12]([CH:14]([CH3:16])[CH3:15])[CH3:13])=[N:10][C:9]2[C:4](=[CH:5][CH:6]=[C:7]([C:17]([O:19][CH3:20])=[O:18])[CH:8]=2)[N:3]=1.[C:21]([O:25][C:26]([N:28]1[C:36]2[C:31](=[CH:32][C:33]([O:37][CH3:38])=[CH:34][CH:35]=2)[CH:30]=[C:29]1B(O)O)=[O:27])([CH3:24])([CH3:23])[CH3:22].[O-]P([O-])([O-])=O.[K+].[K+].[K+]. (3) Given the product [Br:29][C:28]1[C:22]2[C:23](=[N:24][CH:25]=[C:20]([C:17]3[CH:18]=[CH:19][C:14]([NH:13][C:2](=[O:1])[CH2:3][CH2:4][NH:5][C:6](=[O:12])[O:7][C:8]([CH3:10])([CH3:11])[CH3:9])=[N:15][CH:16]=3)[CH:21]=2)[NH:26][CH:27]=1, predict the reactants needed to synthesize it. The reactants are: [O:1]=[C:2]([NH:13][C:14]1[CH:19]=[CH:18][C:17]([C:20]2[CH:21]=[C:22]3[CH:28]=[CH:27][NH:26][C:23]3=[N:24][CH:25]=2)=[CH:16][N:15]=1)[CH2:3][CH2:4][NH:5][C:6](=[O:12])[O:7][C:8]([CH3:11])([CH3:10])[CH3:9].[Br:29]N1C(=O)CCC1=O. (4) Given the product [ClH:1].[Cl:1][C:2]1[CH:3]=[C:4]([C@H:9]2[C@H:15]([C@H:16]([OH:19])[CH2:17][OH:18])[O:14][CH2:13][CH2:12][NH:11][CH2:10]2)[CH:5]=[CH:6][C:7]=1[Cl:8], predict the reactants needed to synthesize it. The reactants are: [Cl:1][C:2]1[CH:3]=[C:4]([C@H:9]2[C@H:15]([C@H:16]([OH:19])[CH2:17][OH:18])[O:14][CH2:13][CH2:12][N:11](C(OC(C)(C)C)=O)[CH2:10]2)[CH:5]=[CH:6][C:7]=1[Cl:8].Cl.C(O)C. (5) Given the product [O:19]=[C:12]1[C:13]2[C:18](=[CH:17][CH:16]=[CH:15][CH:14]=2)[C:9](=[CH:8][NH:7][CH2:6][C:5]2[CH:4]=[CH:3][C:2]([NH:1][C:23](=[O:28])[CH2:24][CH:25]([CH3:27])[CH3:26])=[CH:22][CH:21]=2)[C:10](=[O:20])[NH:11]1, predict the reactants needed to synthesize it. The reactants are: [NH2:1][C:2]1[CH:22]=[CH:21][C:5]([CH2:6][NH:7][CH:8]=[C:9]2[C:18]3[C:13](=[CH:14][CH:15]=[CH:16][CH:17]=3)[C:12](=[O:19])[NH:11][C:10]2=[O:20])=[CH:4][CH:3]=1.[C:23](Cl)(=[O:28])[CH2:24][CH:25]([CH3:27])[CH3:26]. (6) Given the product [F:19][C@H:7]1[C@@H:6]([O:5][C:4]2[C:20]([CH3:47])=[CH:21][C:22]([C:24]3[N:29]=[C:28]([NH:30][C:31]4[CH:32]=[CH:33][C:34]([N:37]5[CH2:38][CH2:39][N:40]([CH:43]6[CH2:44][O:45][CH2:46]6)[CH2:41][CH2:42]5)=[CH:35][CH:36]=4)[N:27]=[CH:26][N:25]=3)=[CH:23][C:3]=2[C:1]#[N:2])[CH2:11][CH2:10][NH:9][CH2:8]1, predict the reactants needed to synthesize it. The reactants are: [C:1]([C:3]1[CH:23]=[C:22]([C:24]2[N:29]=[C:28]([NH:30][C:31]3[CH:36]=[CH:35][C:34]([N:37]4[CH2:42][CH2:41][N:40]([CH:43]5[CH2:46][O:45][CH2:44]5)[CH2:39][CH2:38]4)=[CH:33][CH:32]=3)[N:27]=[CH:26][N:25]=2)[CH:21]=[C:20]([CH3:47])[C:4]=1[O:5][C@H:6]1[CH2:11][CH2:10][N:9](C(OC(C)(C)C)=O)[CH2:8][C@H:7]1[F:19])#[N:2].C(O)(C(F)(F)F)=O. (7) Given the product [C:1]([C:3]1[CH:4]=[C:5]([C:13]2[C:14]([O:29][CH3:30])=[CH:15][C:16]([C:21]([CH3:27])([CH3:28])[C:22]([O:24][CH2:25][CH3:26])=[O:23])=[CH:17][C:18]=2[O:19][CH3:20])[CH:6]=[CH:7][CH:8]=1)#[N:2], predict the reactants needed to synthesize it. The reactants are: [C:1]([C:3]1[CH:4]=[C:5](B(O)O)[CH:6]=[CH:7][CH:8]=1)#[N:2].Br[C:13]1[C:18]([O:19][CH3:20])=[CH:17][C:16]([C:21]([CH3:28])([CH3:27])[C:22]([O:24][CH2:25][CH3:26])=[O:23])=[CH:15][C:14]=1[O:29][CH3:30].[OH-].[Ba+2].[OH-]. (8) Given the product [N:1]1([C:8]([C:14]2[CH:15]=[CH:16][CH:17]=[CH:18][CH:19]=2)([CH3:13])[C:9]([O:11][C@@H:12]2[CH:23]3[CH2:24][CH2:25][N:20]([CH2:21][CH2:22]3)[CH2:27]2)=[O:10])[CH2:7][CH2:6][CH2:5][CH2:4][CH2:3][CH2:2]1, predict the reactants needed to synthesize it. The reactants are: [N:1]1([C:8]([C:14]2[CH:19]=[CH:18][CH:17]=[CH:16][CH:15]=2)([CH3:13])[C:9]([O:11][CH3:12])=[O:10])[CH2:7][CH2:6][CH2:5][CH2:4][CH2:3][CH2:2]1.[N:20]12[CH2:27]C[CH:23]([CH2:24][CH2:25]1)[C@@H:22](O)[CH2:21]2. (9) The reactants are: [NH2:1][C:2]1[CH:41]=[CH:40][C:5]([C:6]([C:8]2[N:12]([CH3:13])[C:11]([CH2:14][C:15]([N:17]([C:19]3[CH:24]=[CH:23][C:22]([Cl:25])=[C:21]([CH2:26][O:27][C:28]4[CH:29]=[CH:30][CH:31]=[C:32]5[C:37]=4[N:36]=[C:35]([CH3:38])[CH:34]=[CH:33]5)[C:20]=3[Cl:39])[CH3:18])=[O:16])=[CH:10][CH:9]=2)=[O:7])=[CH:4][CH:3]=1.C(N(C(C)C)CC)(C)C.[C:51](Cl)(=[O:53])[CH3:52]. Given the product [C:51]([NH:1][C:2]1[CH:41]=[CH:40][C:5]([C:6]([C:8]2[N:12]([CH3:13])[C:11]([CH2:14][C:15]([N:17]([C:19]3[CH:24]=[CH:23][C:22]([Cl:25])=[C:21]([CH2:26][O:27][C:28]4[CH:29]=[CH:30][CH:31]=[C:32]5[C:37]=4[N:36]=[C:35]([CH3:38])[CH:34]=[CH:33]5)[C:20]=3[Cl:39])[CH3:18])=[O:16])=[CH:10][CH:9]=2)=[O:7])=[CH:4][CH:3]=1)(=[O:53])[CH3:52], predict the reactants needed to synthesize it.